Dataset: Reaction yield outcomes from USPTO patents with 853,638 reactions. Task: Predict the reaction yield, written as a fraction of the theoretical maximum amount of product (1.0 means a 100% yield; for example, 0.34 means a 34% yield). (1) The reactants are C([N:8]1[C@H:13]([CH2:14][CH2:15][OH:16])[CH2:12][CH2:11][C@H:10]([NH:17][C:18]([C:20]2[C:28]3[C:23](=[CH:24][CH:25]=[CH:26][CH:27]=3)[N:22]([CH:29]([CH3:31])[CH3:30])[N:21]=2)=[O:19])[CH2:9]1)C1C=CC=CC=1. The catalyst is [Pd].CO. The product is [OH:16][CH2:15][CH2:14][C@H:13]1[NH:8][CH2:9][C@@H:10]([NH:17][C:18]([C:20]2[C:28]3[C:23](=[CH:24][CH:25]=[CH:26][CH:27]=3)[N:22]([CH:29]([CH3:31])[CH3:30])[N:21]=2)=[O:19])[CH2:11][CH2:12]1. The yield is 0.670. (2) The reactants are [C:1]([C:5]1[CH:18]=[CH:17][C:16]2[C:15]([C:20]3[CH:25]=[CH:24][C:23]([CH:26]=[C:27]([C:34]4[CH:39]=[CH:38][CH:37]=[CH:36][CH:35]=4)[C:28]4[CH:33]=[CH:32][CH:31]=[CH:30][CH:29]=4)=[CH:22][CH:21]=3)(O)[C:14]3[C:9](=[CH:10][CH:11]=[CH:12][CH:13]=3)[C:8]([C:41]3[CH:46]=[CH:45][C:44]([CH:47]=[C:48]([C:55]4[CH:60]=[CH:59][CH:58]=[CH:57][CH:56]=4)[C:49]4[CH:54]=[CH:53][CH:52]=[CH:51][CH:50]=4)=[CH:43][CH:42]=3)(O)[C:7]=2[CH:6]=1)([CH3:4])([CH3:3])[CH3:2].[I-].[K+].O.[PH2](=O)[O-].[Na+]. The catalyst is C(O)(=O)C. The product is [C:1]([C:5]1[CH:18]=[CH:17][C:16]2[C:7]([CH:6]=1)=[C:8]([C:41]1[CH:46]=[CH:45][C:44]([CH:47]=[C:48]([C:49]3[CH:54]=[CH:53][CH:52]=[CH:51][CH:50]=3)[C:55]3[CH:60]=[CH:59][CH:58]=[CH:57][CH:56]=3)=[CH:43][CH:42]=1)[C:9]1[C:14](=[CH:13][CH:12]=[CH:11][CH:10]=1)[C:15]=2[C:20]1[CH:21]=[CH:22][C:23]([CH:26]=[C:27]([C:34]2[CH:39]=[CH:38][CH:37]=[CH:36][CH:35]=2)[C:28]2[CH:29]=[CH:30][CH:31]=[CH:32][CH:33]=2)=[CH:24][CH:25]=1)([CH3:4])([CH3:2])[CH3:3]. The yield is 0.880. (3) The reactants are [C:1](#[N:8])[C:2]1[CH:7]=[CH:6][CH:5]=[CH:4][CH:3]=1.S(=O)(=O)(O)[OH:10].[C:14]([OH:17])(=[O:16])[CH3:15].[C:18]([OH:21])(=[O:20])[CH3:19].[CH2:22]([C:42]1[C:47]([OH:48])=[C:46]([CH3:49])[C:45]([CH3:50])=[C:44]([OH:51])[C:43]=1[CH3:52])/[CH:23]=[C:24](/[CH2:26][CH2:27][CH2:28][C@@H:29]([CH2:31][CH2:32][CH2:33][C@@H:34]([CH2:36][CH2:37][CH2:38][CH:39]([CH3:41])[CH3:40])[CH3:35])[CH3:30])\[CH3:25]. The catalyst is C(O)(=O)C. The product is [C:14]([OH:17])(=[O:16])[CH3:15].[C:18]([OH:21])(=[O:20])[CH3:19].[CH3:49][C:46]1[C:47]([OH:48])=[C:42]([CH2:22][CH2:23][C:24]([CH3:25])([NH:8][C:1](=[O:10])[C:2]2[CH:7]=[CH:6][CH:5]=[CH:4][CH:3]=2)[CH2:26][CH2:27][CH2:28][CH:29]([CH3:30])[CH2:31][CH2:32][CH2:33][CH:34]([CH3:35])[CH2:36][CH2:37][CH2:38][CH:39]([CH3:40])[CH3:41])[C:43]([CH3:52])=[C:44]([OH:51])[C:45]=1[CH3:50]. The yield is 0.880. (4) The reactants are [CH3:1][O:2][C:3]1[CH:21]=[C:20]([O:22][CH3:23])[CH:19]=[CH:18][C:4]=1[CH2:5][N:6]1[C:14](=[O:15])[C:13]2[C:8](=[CH:9][CH:10]=[CH:11][C:12]=2[OH:16])[C:7]1=[O:17].Cl[CH2:25][CH2:26][CH2:27][N:28]1[CH2:33][CH2:32][O:31][CH2:30][CH2:29]1.C(=O)([O-])[O-].[K+].[K+]. The catalyst is CN(C=O)C.C(OCC)(=O)C. The product is [CH3:1][O:2][C:3]1[CH:21]=[C:20]([O:22][CH3:23])[CH:19]=[CH:18][C:4]=1[CH2:5][N:6]1[C:14](=[O:15])[C:13]2[C:8](=[CH:9][CH:10]=[CH:11][C:12]=2[O:16][CH2:25][CH2:26][CH2:27][N:28]2[CH2:33][CH2:32][O:31][CH2:30][CH2:29]2)[C:7]1=[O:17]. The yield is 0.680.